Task: Predict which catalyst facilitates the given reaction.. Dataset: Catalyst prediction with 721,799 reactions and 888 catalyst types from USPTO (1) Reactant: [C:1]([O:5][C:6]([CH2:8][N:9]1[C:17]2[C:12](=[CH:13][C:14]([Cl:18])=[CH:15][CH:16]=2)[C:11]([C:19]([OH:21])=O)=[CH:10]1)=[O:7])([CH3:4])([CH3:3])[CH3:2].[NH4+].[Cl-].C[N:25](C(ON1N=NC2C=CC=CC1=2)=[N+](C)C)C.F[P-](F)(F)(F)(F)F.CCN(C(C)C)C(C)C. Product: [C:1]([O:5][C:6](=[O:7])[CH2:8][N:9]1[C:17]2[C:12](=[CH:13][C:14]([Cl:18])=[CH:15][CH:16]=2)[C:11]([C:19](=[O:21])[NH2:25])=[CH:10]1)([CH3:4])([CH3:3])[CH3:2]. The catalyst class is: 2. (2) Product: [OH:24][NH:23][C:4](=[O:3])[CH:5]=[CH:6][C:7]([CH3:21])=[CH:8][CH:9]([S:11][C:12]1[CH:17]=[CH:16][C:15]([N:18]([CH3:20])[CH3:19])=[CH:14][CH:13]=1)[CH3:10]. Reactant: C([O:3][C:4](=O)[CH:5]=[CH:6][C:7]([CH3:21])=[CH:8][CH:9]([S:11][C:12]1[CH:17]=[CH:16][C:15]([N:18]([CH3:20])[CH3:19])=[CH:14][CH:13]=1)[CH3:10])C.[NH2:23][OH:24].[OH-].[K+].CO.Cl. The catalyst class is: 20.